From a dataset of Reaction yield outcomes from USPTO patents with 853,638 reactions. Predict the reaction yield, written as a fraction of the theoretical maximum amount of product (1.0 means a 100% yield; for example, 0.34 means a 34% yield). (1) The reactants are [Br:1][C:2]1[CH:3]=[N:4][C:5]2[N:6]([N:8]=[C:9]([C:11]([OH:13])=O)[CH:10]=2)[CH:7]=1.[Cl:14][C:15]1[CH:24]=[C:23]2[C:18]([CH2:19][CH2:20][NH:21][CH:22]2[CH3:25])=[CH:17][CH:16]=1. No catalyst specified. The product is [Br:1][C:2]1[CH:3]=[N:4][C:5]2[N:6]([N:8]=[C:9]([C:11]([N:21]3[CH2:20][CH2:19][C:18]4[C:23](=[CH:24][C:15]([Cl:14])=[CH:16][CH:17]=4)[CH:22]3[CH3:25])=[O:13])[CH:10]=2)[CH:7]=1. The yield is 0.460. (2) The reactants are [N:1]1[CH:6]=[CH:5][CH:4]=[CH:3][C:2]=1[C:7]1[N:11]=[C:10]([C:12]2[CH:17]=[C:16]([CH:18]=[CH2:19])[CH:15]=[C:14]([C:20]#[N:21])[CH:13]=2)[O:9][N:8]=1.C12CCCC(CCC1)B12[H]B2(C3CCCC2CCC3)[H]1.B1([O-])O[O:43]1.O.O.O.O.[Na+]. The catalyst is ClCCl.O. The product is [N:1]1[CH:6]=[CH:5][CH:4]=[CH:3][C:2]=1[C:7]1[N:11]=[C:10]([C:12]2[CH:17]=[C:16]([CH2:18][CH2:19][OH:43])[CH:15]=[C:14]([C:20]#[N:21])[CH:13]=2)[O:9][N:8]=1. The yield is 0.0370. (3) The reactants are C(OC([N:8]1[CH2:12][CH2:11][CH2:10][CH:9]1[CH2:13][O:14][C:15]1[CH:20]=[CH:19][C:18]([C:21](=O)[CH2:22][C:23]2[CH:28]=[CH:27][CH:26]=[CH:25][CH:24]=2)=[CH:17][CH:16]=1)=O)(C)(C)C.C([SiH](CC)CC)C.[OH-].[Na+]. The catalyst is C(O)(C(F)(F)F)=O. The product is [CH2:21]([C:18]1[CH:19]=[CH:20][C:15]([O:14][CH2:13][C@H:9]2[CH2:10][CH2:11][CH2:12][NH:8]2)=[CH:16][CH:17]=1)[CH2:22][C:23]1[CH:24]=[CH:25][CH:26]=[CH:27][CH:28]=1. The yield is 0.820. (4) The reactants are [NH2:1][C:2]1[C:7]([Cl:8])=[N:6][CH:5]=[CH:4][N:3]=1.[CH3:9][O:10][C:11]1[CH:12]=[C:13]([CH:18]=[CH:19][CH:20]=1)[C:14](=O)[CH2:15]Br. The catalyst is O1CCOCC1. The product is [Cl:8][C:7]1[C:2]2[N:3]([CH:15]=[C:14]([C:13]3[CH:18]=[CH:19][CH:20]=[C:11]([O:10][CH3:9])[CH:12]=3)[N:1]=2)[CH:4]=[CH:5][N:6]=1. The yield is 0.190. (5) The reactants are [OH:1][C:2]1[C:3]([CH2:15][CH:16]=[C:17]([CH3:20])[CH2:18][OH:19])=[C:4]([O:13][CH3:14])[C:5]([CH3:12])=[C:6]2[C:10]=1[C:9](=[O:11])[O:8][CH2:7]2.Br[CH2:22][P:23](=[O:32])([O:28][CH:29]([CH3:31])[CH3:30])[O:24][CH:25]([CH3:27])[CH3:26].CC(C)([O-])C.[Li+]. The catalyst is CN(C=O)C. The product is [CH:29]([O:28][P:23]([CH2:22][O:19][CH2:18][C:17]([CH3:20])=[CH:16][CH2:15][C:3]1[C:2]([OH:1])=[C:10]2[C:6](=[C:5]([CH3:12])[C:4]=1[O:13][CH3:14])[CH2:7][O:8][C:9]2=[O:11])(=[O:32])[O:24][CH:25]([CH3:27])[CH3:26])([CH3:31])[CH3:30]. The yield is 0.320. (6) The reactants are [C:1](=O)([O-])[O-].[Na+].[Na+].O.[NH2:8][CH2:9][CH2:10][CH2:11][OH:12].[C:13](O[C:13]([O:15][C:16]([CH3:19])([CH3:18])[CH3:17])=[O:14])([O:15][C:16]([CH3:19])([CH3:18])[CH3:17])=[O:14]. The catalyst is C1COCC1.CO.C(Cl)(Cl)Cl. The product is [OH:12][CH2:11][CH2:10][CH2:9][N:8]([CH3:1])[C:13](=[O:14])[O:15][C:16]([CH3:19])([CH3:18])[CH3:17]. The yield is 1.00.